From a dataset of Full USPTO retrosynthesis dataset with 1.9M reactions from patents (1976-2016). Predict the reactants needed to synthesize the given product. (1) Given the product [C:34]([O:38][C:39]([NH:41][C:42]([CH3:47])([CH3:46])[C:43]([O:45][CH2:1][CH3:2])=[O:44])=[O:40])([CH3:37])([CH3:35])[CH3:36], predict the reactants needed to synthesize it. The reactants are: [C:1]1(P(C2C=CC=CC=2)C2C=CC=CC=2)C=CC=C[CH:2]=1.CC(OC(/N=N/C(OC(C)C)=O)=O)C.[C:34]([O:38][C:39]([NH:41][C:42]([CH3:47])([CH3:46])[C:43]([OH:45])=[O:44])=[O:40])([CH3:37])([CH3:36])[CH3:35].C(O)C. (2) Given the product [Cl:22][C:19]1[CH:20]=[CH:21][C:16]([C:6]2[NH:7][C:8]3[C:13]([C:5]=2[CH2:4][C:3]([OH:33])=[O:2])=[CH:12][C:11]([O:14][CH3:15])=[CH:10][CH:9]=3)=[CH:17][C:18]=1[S:23](=[O:32])(=[O:31])[NH:24][CH:25]1[CH2:26][CH2:27][CH2:28][CH2:29][CH2:30]1, predict the reactants needed to synthesize it. The reactants are: C[O:2][C:3](=[O:33])[CH2:4][C:5]1[C:13]2[C:8](=[CH:9][CH:10]=[C:11]([O:14][CH3:15])[CH:12]=2)[NH:7][C:6]=1[C:16]1[CH:21]=[CH:20][C:19]([Cl:22])=[C:18]([S:23](=[O:32])(=[O:31])[NH:24][CH:25]2[CH2:30][CH2:29][CH2:28][CH2:27][CH2:26]2)[CH:17]=1.O.[OH-].[Li+].CCOC(C)=O. (3) Given the product [NH2:17][C:15]([C:3]1[CH:4]=[N:5][C:6]2[C:11]([C:2]=1[NH:18][C:19]1[CH:20]=[C:21]([CH:26]=[CH:27][CH:28]=1)[C:22]([O:24][CH3:25])=[O:23])=[CH:10][C:9]([O:12][CH3:13])=[C:8]([Cl:14])[CH:7]=2)=[O:16], predict the reactants needed to synthesize it. The reactants are: Cl[C:2]1[C:11]2[C:6](=[CH:7][C:8]([Cl:14])=[C:9]([O:12][CH3:13])[CH:10]=2)[N:5]=[CH:4][C:3]=1[C:15]([NH2:17])=[O:16].[NH2:18][C:19]1[CH:20]=[C:21]([CH:26]=[CH:27][CH:28]=1)[C:22]([O:24][CH3:25])=[O:23]. (4) Given the product [ClH:33].[O:1]1[C:6]2[CH:7]=[CH:8][C:9]([CH2:11][NH:12][CH:13]3[CH2:14][CH2:15][N:16]([CH2:19][CH2:20][N:21]4[C:30]5[C:25](=[CH:26][CH:27]=[C:28]([Br:31])[CH:29]=5)[N:24]=[CH:23][C:22]4=[O:32])[CH2:17][CH2:18]3)=[CH:10][C:5]=2[O:4][CH2:3][CH2:2]1, predict the reactants needed to synthesize it. The reactants are: [O:1]1[C:6]2[CH:7]=[CH:8][C:9]([CH2:11][NH:12][CH:13]3[CH2:18][CH2:17][N:16]([CH2:19][CH2:20][N:21]4[C:30]5[C:25](=[CH:26][CH:27]=[C:28]([Br:31])[CH:29]=5)[N:24]=[CH:23][C:22]4=[O:32])[CH2:15][CH2:14]3)=[CH:10][C:5]=2[O:4][CH2:3][CH2:2]1.[ClH:33].C(OCC)(=O)C. (5) Given the product [ClH:43].[NH2:32][C:31]1[C:10]([CH:9]([CH:33]2[CH2:38][CH2:37][O:36][CH2:35][CH2:34]2)[CH2:8][CH2:7][C:6]([NH:5][CH2:4][CH2:3][C:2]([CH3:41])([CH3:40])[CH3:1])=[O:39])=[CH:11][C:12]2[C:13](=[CH:14][C:15]([O:25][CH2:26][CH3:27])=[C:16]([O:18][C:19]3[CH:24]=[CH:23][CH:22]=[CH:21][CH:20]=3)[CH:17]=2)[N:28]=1, predict the reactants needed to synthesize it. The reactants are: [CH3:1][C:2]([CH3:41])([CH3:40])[CH2:3][CH2:4][NH:5][C:6](=[O:39])[CH2:7][CH2:8][CH:9]([CH:33]1[CH2:38][CH2:37][O:36][CH2:35][CH2:34]1)[C:10]([C:31]#[N:32])=[CH:11][C:12]1[CH:17]=[C:16]([O:18][C:19]2[CH:24]=[CH:23][CH:22]=[CH:21][CH:20]=2)[C:15]([O:25][CH2:26][CH3:27])=[CH:14][C:13]=1[N+:28]([O-])=O.[NH4+].[Cl-:43].Cl. (6) Given the product [CH3:3][O:4][C:5]([C:7]1[C:15]2[C:10](=[CH:11][C:12]([Br:16])=[CH:13][CH:14]=2)[N:9]([CH2:18][CH2:19][O:20][CH3:21])[CH:8]=1)=[O:6], predict the reactants needed to synthesize it. The reactants are: [H-].[Na+].[CH3:3][O:4][C:5]([C:7]1[C:15]2[C:10](=[CH:11][C:12]([Br:16])=[CH:13][CH:14]=2)[NH:9][CH:8]=1)=[O:6].Br[CH2:18][CH2:19][O:20][CH3:21]. (7) Given the product [Br:22][C:23]1[S:24][CH:25]=[C:26]([C:28]([NH:1][C:2]2[CH:3]=[N:4][CH:5]=[CH:6][C:7]=2[N:8]2[CH2:13][CH2:12][CH2:11][C@H:10]([NH:14][C:15](=[O:21])[O:16][C:17]([CH3:18])([CH3:20])[CH3:19])[CH2:9]2)=[O:29])[N:27]=1, predict the reactants needed to synthesize it. The reactants are: [NH2:1][C:2]1[CH:3]=[N:4][CH:5]=[CH:6][C:7]=1[N:8]1[CH2:13][CH2:12][CH2:11][C@H:10]([NH:14][C:15](=[O:21])[O:16][C:17]([CH3:20])([CH3:19])[CH3:18])[CH2:9]1.[Br:22][C:23]1[S:24][CH:25]=[C:26]([C:28](O)=[O:29])[N:27]=1.C(Cl)Cl.C(N(CC)C(C)C)(C)C.F[P-](F)(F)(F)(F)F.C[N+](C)=C(N(C)C)ON1C2N=CC=CC=2N=N1. (8) Given the product [CH2:12]1[C:21]2[C:16](=[CH:17][CH:18]=[CH:19][CH:20]=2)[CH2:15][CH2:14][N:13]1[CH2:22][CH:23]([OH:41])[CH2:24][NH:25][C:26]1[CH:31]=[C:30]([C:2]2[N:7]=[C:6]3[N:8]([CH3:11])[CH:9]=[N:10][C:5]3=[CH:4][CH:3]=2)[CH:29]=[CH:28][N:27]=1, predict the reactants needed to synthesize it. The reactants are: Br[C:2]1[N:7]=[C:6]2[N:8]([CH3:11])[CH:9]=[N:10][C:5]2=[CH:4][CH:3]=1.[CH2:12]1[C:21]2[C:16](=[CH:17][CH:18]=[CH:19][CH:20]=2)[CH2:15][CH2:14][N:13]1[CH2:22][CH:23]([OH:41])[CH2:24][NH:25][C:26]1[CH:31]=[C:30](B2OC(C)(C)C(C)(C)O2)[CH:29]=[CH:28][N:27]=1.C([O-])([O-])=O.[K+].[K+].O1CCOCC1. (9) The reactants are: [NH2:1][C:2]1[CH:3]=[C:4]([CH:24]=[CH:25][CH:26]=1)[O:5][C:6]1[CH:7]=[CH:8][C:9]2[N:10]([CH:12]=[C:13]([NH:15][C:16]([CH:18]3[CH2:23][CH2:22][O:21][CH2:20][CH2:19]3)=[O:17])[N:14]=2)[N:11]=1.C(N(CC)CC)C.[CH3:34][N:35]1[C:39]([C:40](Cl)=[O:41])=[CH:38][C:37]([CH3:43])=[N:36]1. Given the product [CH3:34][N:35]1[C:39]([C:40]([NH:1][C:2]2[CH:26]=[CH:25][CH:24]=[C:4]([O:5][C:6]3[CH:7]=[CH:8][C:9]4[N:10]([CH:12]=[C:13]([NH:15][C:16]([CH:18]5[CH2:19][CH2:20][O:21][CH2:22][CH2:23]5)=[O:17])[N:14]=4)[N:11]=3)[CH:3]=2)=[O:41])=[CH:38][C:37]([CH3:43])=[N:36]1, predict the reactants needed to synthesize it.